Dataset: Catalyst prediction with 721,799 reactions and 888 catalyst types from USPTO. Task: Predict which catalyst facilitates the given reaction. (1) Reactant: [CH3:1][N:2]([CH3:12])[C:3]1[CH:8]=[CH:7][C:6]([N+:9]([O-])=O)=[CH:5][N:4]=1. Product: [CH3:1][N:2]([CH3:12])[C:3]1[CH:8]=[CH:7][C:6]([NH2:9])=[CH:5][N:4]=1. The catalyst class is: 63. (2) Reactant: [Br:1][C:2]1[CH:11]=[C:10]2[C:5]([C:6](Cl)=[C:7]([N+:12]([O-:14])=[O:13])[CH:8]=[N:9]2)=[N:4][CH:3]=1.C(N(CC)CC)C.[NH2:23][CH2:24][C:25]1([OH:30])[CH2:29][CH2:28][CH2:27][CH2:26]1. Product: [Br:1][C:2]1[CH:11]=[C:10]2[C:5]([C:6]([NH:23][CH2:24][C:25]3([OH:30])[CH2:29][CH2:28][CH2:27][CH2:26]3)=[C:7]([N+:12]([O-:14])=[O:13])[CH:8]=[N:9]2)=[N:4][CH:3]=1. The catalyst class is: 22. (3) Reactant: C(O[C:4]([C:6]1[C:7]2[N:8]=[CH:9][CH:10]=[N:11][C:12]=2[C:13]([C:16]2[C:21]([F:22])=[C:20]([O:23][CH3:24])[CH:19]=[C:18]([O:25][CH3:26])[C:17]=2[Cl:27])=[CH:14][CH:15]=1)=[O:5])C.[N:28]1([CH2:33][C:34]2[CH:35]=[CH:36][C:37]([NH2:40])=[N:38][CH:39]=2)[CH:32]=[CH:31][N:30]=[CH:29]1.C[Al](C)C.C([O-])(O)=O.[Na+]. Product: [N:28]1([CH2:33][C:34]2[CH:35]=[CH:36][C:37]([NH:40][C:4]([C:6]3[C:7]4[N:8]=[CH:9][CH:10]=[N:11][C:12]=4[C:13]([C:16]4[C:21]([F:22])=[C:20]([O:23][CH3:24])[CH:19]=[C:18]([O:25][CH3:26])[C:17]=4[Cl:27])=[CH:14][CH:15]=3)=[O:5])=[N:38][CH:39]=2)[CH:32]=[CH:31][N:30]=[CH:29]1. The catalyst class is: 512. (4) Reactant: [Cl:1][C:2]1[CH:3]=[C:4]([CH:6]=[C:7]([Cl:9])[CH:8]=1)[NH2:5].C([C:12](=O)[C:13]([O-:15])=[O:14])C.[CH3:17][O:18][C:19]1[CH:24]=[CH:23][C:22](/[CH:25]=[CH:26]/[C:27]2[CH:32]=[CH:31][C:30]([O:33][CH3:34])=[CH:29][CH:28]=2)=[CH:21][CH:20]=1.F[C:36](F)(F)[C:37](O)=O. Product: [CH2:36]([O:15][C:13]([CH:12]1[CH:26]([C:27]2[CH:28]=[CH:29][C:30]([O:33][CH3:34])=[CH:31][CH:32]=2)[CH:25]([C:22]2[CH:21]=[CH:20][C:19]([O:18][CH3:17])=[CH:24][CH:23]=2)[C:3]2[C:4](=[CH:6][C:7]([Cl:9])=[CH:8][C:2]=2[Cl:1])[NH:5]1)=[O:14])[CH3:37]. The catalyst class is: 10. (5) Reactant: Cl[CH2:2][C:3]([NH:5][C:6]1[CH:11]=[CH:10][C:9]([C:12]2[O:16][CH:15]=[N:14][CH:13]=2)=[C:8]([O:17][CH3:18])[CH:7]=1)=[O:4].[NH2:19][C:20]1[CH:25]=[CH:24][CH:23]=[CH:22][CH:21]=1. Product: [CH3:18][O:17][C:8]1[CH:7]=[C:6]([NH:5][C:3](=[O:4])[CH2:2][NH:19][C:20]2[CH:25]=[CH:24][CH:23]=[CH:22][CH:21]=2)[CH:11]=[CH:10][C:9]=1[C:12]1[O:16][CH:15]=[N:14][CH:13]=1. The catalyst class is: 3. (6) Reactant: [Cl:1][C:2]1[CH:13]=[CH:12][C:5]2[NH:6][CH:7]=[N:8][S:9](=[O:11])(=[O:10])[C:4]=2[CH:3]=1.C(=O)([O-])[O-].[K+].[K+].[CH:20]1([CH2:23]Br)[CH2:22][CH2:21]1. Product: [Cl:1][C:2]1[CH:13]=[CH:12][C:5]2[N:6]([CH2:23][CH:20]3[CH2:22][CH2:21]3)[CH:7]=[N:8][S:9](=[O:11])(=[O:10])[C:4]=2[CH:3]=1. The catalyst class is: 10.